From a dataset of Forward reaction prediction with 1.9M reactions from USPTO patents (1976-2016). Predict the product of the given reaction. (1) Given the reactants [CH2:1]([O:3][C:4](=[O:29])[CH:5]([C:11](=[O:28])[CH:12]([C:22]1[CH:27]=[CH:26][CH:25]=[CH:24][N:23]=1)[CH2:13][C:14]1[CH:19]=[CH:18][C:17]([F:20])=[C:16]([F:21])[CH:15]=1)[C:6]([O:8]CC)=O)[CH3:2].O, predict the reaction product. The product is: [CH2:1]([O:3][C:4]([C:5]1[C:11](=[O:28])[C:12]([CH2:13][C:14]2[CH:19]=[CH:18][C:17]([F:20])=[C:16]([F:21])[CH:15]=2)=[C:22]2[N:23]([C:6]=1[OH:8])[CH:24]=[CH:25][CH:26]=[CH:27]2)=[O:29])[CH3:2]. (2) Given the reactants [F:1][C:2]1[C:8]([F:9])=[CH:7][CH:6]=[CH:5][C:3]=1[NH2:4].[Br:10]N1C(=O)CCC1=O.O, predict the reaction product. The product is: [Br:10][C:7]1[CH:6]=[CH:5][C:3]([NH2:4])=[C:2]([F:1])[C:8]=1[F:9]. (3) Given the reactants [Cl:1][C:2]1[C:15]([C:16]2[NH:20][C:19](=[O:21])[N:18]([C:22]3[CH:23]=[N:24][C:25]([C:28]([F:31])([F:30])[F:29])=[CH:26][CH:27]=3)[N:17]=2)=[CH:14][C:5]([CH2:6][NH:7]C(=O)C(F)(F)F)=[C:4]([F:32])[CH:3]=1.[OH-].[K+].O, predict the reaction product. The product is: [NH2:7][CH2:6][C:5]1[C:4]([F:32])=[CH:3][C:2]([Cl:1])=[C:15]([C:16]2[NH:20][C:19](=[O:21])[N:18]([C:22]3[CH:23]=[N:24][C:25]([C:28]([F:29])([F:30])[F:31])=[CH:26][CH:27]=3)[N:17]=2)[CH:14]=1. (4) Given the reactants [CH3:1][N:2]1[CH2:7][CH2:6][N:5]([C:8]([O:10][C@@H:11]2[N:20]([C:21]3[CH:22]=[CH:23][C:24]([Cl:27])=[CH:25][N:26]=3)[C:18](=[O:19])[C:13]3[N:14]=[CH:15][CH:16]=[N:17][C:12]2=3)=[O:9])[CH2:4][CH2:3]1.[S:28](=[O:32])(=[O:31])([OH:30])[OH:29].CN1CCN(C(OC2N(C3C=CC(Cl)=CN=3)C(=O)C3N=CC=NC2=3)=O)CC1, predict the reaction product. The product is: [CH3:1][N:2]1[CH2:7][CH2:6][N:5]([C:8]([O:10][C@@H:11]2[N:20]([C:21]3[CH:22]=[CH:23][C:24]([Cl:27])=[CH:25][N:26]=3)[C:18](=[O:19])[C:13]3[N:14]=[CH:15][CH:16]=[N:17][C:12]2=3)=[O:9])[CH2:4][CH2:3]1.[S:28]([O-:32])([O-:31])(=[O:30])=[O:29].